Dataset: Full USPTO retrosynthesis dataset with 1.9M reactions from patents (1976-2016). Task: Predict the reactants needed to synthesize the given product. (1) Given the product [O:42]=[C:41]1[O:23][CH:22]([CH:24]=[CH:25][CH2:26][CH2:27][CH2:28][CH2:29][CH2:30][CH2:31][CH2:32][CH2:33][CH2:34][CH2:35][CH2:36][CH2:37][CH3:38])[CH:19]([NH:18][C:1](=[O:17])[CH2:2][CH2:3][CH2:4][CH2:5][CH2:6][CH2:7][CH2:8][CH2:9][CH2:10][CH2:11][CH2:12][CH2:13][CH2:14][CH2:15][CH3:16])[CH2:20][O:21]1, predict the reactants needed to synthesize it. The reactants are: [C:1]([NH:18][C@H:19]([C@@H:22](/[CH:24]=[CH:25]/[CH2:26][CH2:27][CH2:28][CH2:29][CH2:30][CH2:31][CH2:32][CH2:33][CH2:34][CH2:35][CH2:36][CH2:37][CH3:38])[OH:23])[CH2:20][OH:21])(=[O:17])[CH2:2][CH2:3][CH2:4][CH2:5][CH2:6][CH2:7][CH2:8][CH2:9][CH2:10][CH2:11][CH2:12][CH2:13][CH2:14][CH2:15][CH3:16].C1C(=O)N(OC(ON2C(=O)CCC2=O)=O)[C:41](=[O:42])C1.CN(C1C=CC=CN=1)C. (2) The reactants are: [Cl:1][C:2]1[CH:10]=[CH:9][C:5]([C:6](O)=[O:7])=[CH:4][C:3]=1[NH:11][C:12]([C:14]1[C:15](=[O:26])[NH:16][C:17]2[C:22]([CH:23]=1)=[CH:21][N:20]=[C:19]([O:24][CH3:25])[CH:18]=2)=[O:13].[C:27]([O:31][C:32](=[O:42])[NH:33][CH2:34][CH:35]([NH2:41])[C:36]1[CH:40]=[CH:39][S:38][CH:37]=1)([CH3:30])([CH3:29])[CH3:28]. Given the product [C:27]([O:31][C:32](=[O:42])[NH:33][CH2:34][CH:35]([NH:41][C:6](=[O:7])[C:5]1[CH:9]=[CH:10][C:2]([Cl:1])=[C:3]([NH:11][C:12]([C:14]2[C:15](=[O:26])[NH:16][C:17]3[C:22]([CH:23]=2)=[CH:21][N:20]=[C:19]([O:24][CH3:25])[CH:18]=3)=[O:13])[CH:4]=1)[C:36]1[CH:40]=[CH:39][S:38][CH:37]=1)([CH3:30])([CH3:28])[CH3:29], predict the reactants needed to synthesize it. (3) Given the product [N:12]1([C:10]([C:7]2[CH:8]=[CH:9][C:4]([NH2:1])=[CH:5][CH:6]=2)=[O:11])[CH2:13][CH2:14][CH2:15][CH2:16]1, predict the reactants needed to synthesize it. The reactants are: [N+:1]([C:4]1[CH:9]=[CH:8][C:7]([C:10]([N:12]2[CH2:16][CH2:15][CH2:14][CH2:13]2)=[O:11])=[CH:6][CH:5]=1)([O-])=O. (4) Given the product [F:31][C:26]1[CH:25]=[C:24]([CH:29]=[C:28]([F:30])[CH:27]=1)[CH2:23][C@H:9]([NH:8][C:45](=[O:46])[C:44]1[CH:48]=[C:40]([CH3:39])[CH:41]=[C:42]([C:49]([N:51]([CH2:52][CH2:53][CH3:54])[CH2:55][CH2:56][CH3:57])=[O:50])[CH:43]=1)[C@H:10]([OH:22])[CH2:11][NH:12][CH2:13][C:14]1[CH:19]=[CH:18][CH:17]=[C:16]([O:20][CH3:21])[CH:15]=1, predict the reactants needed to synthesize it. The reactants are: FC(F)(F)C(O)=O.[NH2:8][C@@H:9]([CH2:23][C:24]1[CH:29]=[C:28]([F:30])[CH:27]=[C:26]([F:31])[CH:25]=1)[C@H:10]([OH:22])[CH2:11][NH:12][CH2:13][C:14]1[CH:19]=[CH:18][CH:17]=[C:16]([O:20][CH3:21])[CH:15]=1.C(N(CC)CC)C.[CH3:39][C:40]1[CH:41]=[C:42]([C:49]([N:51]([CH2:55][CH2:56][CH3:57])[CH2:52][CH2:53][CH3:54])=[O:50])[CH:43]=[C:44]([CH:48]=1)[C:45](O)=[O:46].ON1C2C=CC=CC=2N=N1.Cl.CN(C)CCCN=C=NCC. (5) Given the product [CH3:33][O:32][C:4]1[CH:3]=[C:2]([O:1][C:46]([C:41]2[S:45][CH:44]=[CH:43][CH:42]=2)=[O:47])[CH:7]=[CH:6][C:5]=1[C:8]1[C:9]([CH2:21][O:22][C:23](=[O:31])[C:24]2[CH:25]=[CH:26][C:27]([CH3:30])=[CH:28][CH:29]=2)=[C:10]2[C:15](=[CH:16][CH:17]=1)[NH:14][C:13]([CH3:19])([CH3:18])[CH:12]=[C:11]2[CH3:20], predict the reactants needed to synthesize it. The reactants are: [OH:1][C:2]1[CH:7]=[CH:6][C:5]([C:8]2[C:9]([CH2:21][O:22][C:23](=[O:31])[C:24]3[CH:29]=[CH:28][C:27]([CH3:30])=[CH:26][CH:25]=3)=[C:10]3[C:15](=[CH:16][CH:17]=2)[NH:14][C:13]([CH3:19])([CH3:18])[CH:12]=[C:11]3[CH3:20])=[C:4]([O:32][CH3:33])[CH:3]=1.C(N(CC)CC)C.[C:41]1([C:46](Cl)=[O:47])[S:45][CH:44]=[CH:43][CH:42]=1.